Dataset: Catalyst prediction with 721,799 reactions and 888 catalyst types from USPTO. Task: Predict which catalyst facilitates the given reaction. Reactant: [F:1][C:2]1[CH:7]=[CH:6][C:5]([C:8]2[C:17]3[C:12](=[CH:13][CH:14]=[C:15]([N:18]4[CH2:23][CH2:22][CH2:21][CH2:20][CH2:19]4)[CH:16]=3)[N:11]=[C:10]([CH3:24])[C:9]=2[C:25]([O:27]C(C)(C)C)=[O:26])=[CH:4][CH:3]=1.C(O)(C(F)(F)F)=O. Product: [F:1][C:2]1[CH:7]=[CH:6][C:5]([C:8]2[C:17]3[C:12](=[CH:13][CH:14]=[C:15]([N:18]4[CH2:23][CH2:22][CH2:21][CH2:20][CH2:19]4)[CH:16]=3)[N:11]=[C:10]([CH3:24])[C:9]=2[C:25]([OH:27])=[O:26])=[CH:4][CH:3]=1. The catalyst class is: 2.